This data is from Reaction yield outcomes from USPTO patents with 853,638 reactions. The task is: Predict the reaction yield, written as a fraction of the theoretical maximum amount of product (1.0 means a 100% yield; for example, 0.34 means a 34% yield). (1) The reactants are Br[C:2]1[CH:3]=[C:4]([CH:8]=[C:9]([N:11]2[C:19]3[C:14](=[CH:15][C:16]([F:20])=[CH:17][CH:18]=3)[C@@:13]3([CH2:22][C@@:21]3([C:26]3[CH:31]=[CH:30][C:29]([Cl:32])=[CH:28][CH:27]=3)[CH:23]([CH3:25])[CH3:24])[C:12]2=[O:33])[CH:10]=1)[C:5]([O-:7])=[O:6].BrC1C=C([CH:41]=[C:42]([N:44]2C3C(=CC(F)=CC=3)[C@]3(C[C@]3(C3C=CC(Cl)=CC=3)C(C)C)C2=O)C=1)C([O-])=O.O1CC(=O)N=[C-:68]1.[C:73]([O-:76])([O-])=[O:74].[K+].[K+].CNCCNC. The catalyst is C(#N)C.[Cu]I. The product is [CH3:68][O:7][C:5](=[O:6])[C:4]1[CH:3]=[C:2]([N:44]2[CH2:42][CH2:41][O:76][C:73]2=[O:74])[CH:10]=[C:9]([N:11]2[C:19]3[C:14](=[CH:15][C:16]([F:20])=[CH:17][CH:18]=3)[C@@:13]3([CH2:22][C@@:21]3([C:26]3[CH:27]=[CH:28][C:29]([Cl:32])=[CH:30][CH:31]=3)[CH:23]([CH3:25])[CH3:24])[C:12]2=[O:33])[CH:8]=1. The yield is 0.730. (2) No catalyst specified. The yield is 0.970. The product is [NH:1]1[C:5]2[CH:6]=[CH:7][CH:8]=[C:9]([C:10]([O-:14])=[O:11])[C:4]=2[N:3]=[N:2]1.[Na+:12]. The reactants are [NH:1]1[C:5]2[CH:6]=[CH:7][CH:8]=[CH:9][C:4]=2[N:3]=[N:2]1.[CH3:10][O-:11].[Na+:12].C[OH:14]. (3) The reactants are [CH3:1]N(C=O)C.C(Cl)(=O)C(Cl)=O.[CH2:12]([O:19][C:20]1[CH:29]=[C:28]2[C:23](C(=O)N[CH:26]=[N:27]2)=[CH:22][C:21]=1[O:31][CH3:32])[C:13]1[CH:18]=[CH:17][CH:16]=[CH:15][CH:14]=1.O.[CH:34]([Cl:37])(Cl)Cl. The catalyst is C(Cl)Cl. The product is [CH2:12]([O:19][C:20]1[CH:29]=[C:28]2[C:23]([C:34]([Cl:37])=[CH:1][CH:26]=[N:27]2)=[CH:22][C:21]=1[O:31][CH3:32])[C:13]1[CH:18]=[CH:17][CH:16]=[CH:15][CH:14]=1. The yield is 0.480. (4) No catalyst specified. The product is [CH3:34][CH:33]([CH3:35])[C@H:28]([N:23]1[CH2:22][C:21]2[C:25](=[CH:26][C:18]([C:15]3[CH:14]=[CH:13][C:12]([NH:11][C:9](=[O:10])[C:8]4[CH:36]=[CH:37][C:5]([CH2:44][CH2:39][CH2:40][CH2:41][CH3:42])=[CH:6][CH:7]=4)=[CH:17][N:16]=3)=[CH:19][CH:20]=2)[C:24]1=[O:27])[C:29]([O:31][CH3:32])=[O:30]. The yield is 0.830. The reactants are C([C:5]1[CH:37]=[CH:36][C:8]([C:9]([NH:11][C:12]2[CH:13]=[CH:14][C:15]([C:18]3[CH:26]=[C:25]4[C:21]([CH2:22][N:23]([C@@H:28]([CH:33]([CH3:35])[CH3:34])[C:29]([O:31][CH3:32])=[O:30])[C:24]4=[O:27])=[CH:20][CH:19]=3)=[N:16][CH:17]=2)=[O:10])=[CH:7][CH:6]=1)(C)(C)C.N[C:39]1[CH:40]=[CH:41][C:42]([C:40]2[CH:41]=[C:42]3C(CN([C@@H](C(C)C)C(OC)=O)C3=O)=[CH:44][CH:39]=2)=N[CH:44]=1.C(C1C=CC(C(Cl)=O)=CC=1)CCCC. (5) The reactants are [CH3:1][C:2]1[O:6][N:5]=[C:4]([C:7]2[CH:12]=[CH:11][CH:10]=[CH:9][CH:8]=2)[C:3]=1[CH2:13][NH:14][C:15]1[CH:23]=[CH:22][C:18]([C:19]([OH:21])=O)=[CH:17][N:16]=1.[NH2:24][CH:25]1[CH2:30][CH2:29][O:28][CH2:27][CH2:26]1. No catalyst specified. The product is [CH3:1][C:2]1[O:6][N:5]=[C:4]([C:7]2[CH:8]=[CH:9][CH:10]=[CH:11][CH:12]=2)[C:3]=1[CH2:13][NH:14][C:15]1[CH:23]=[CH:22][C:18]([C:19]([NH:24][CH:25]2[CH2:30][CH2:29][O:28][CH2:27][CH2:26]2)=[O:21])=[CH:17][N:16]=1. The yield is 0.660.